Dataset: Forward reaction prediction with 1.9M reactions from USPTO patents (1976-2016). Task: Predict the product of the given reaction. (1) Given the reactants [Br:1][C:2]1[CH:8]=[C:7]([Br:9])[CH:6]=[CH:5][C:3]=1N.N([O-])=O.[Na+].[I-:14].[K+].C(Cl)(Cl)Cl, predict the reaction product. The product is: [Br:1][C:2]1[CH:8]=[C:7]([Br:9])[CH:6]=[CH:5][C:3]=1[I:14]. (2) Given the reactants C([O:8][CH:9]1[CH2:12][N:11]([C:13]2[CH:14]=[C:15]3[C:20](=[CH:21][CH:22]=2)[N:19]([CH:23]2[CH2:28][CH2:27][O:26][CH2:25][CH2:24]2)[C:18](=[O:29])[N:17]([CH2:30][C:31]2[CH:36]=[CH:35][C:34]([O:37][CH3:38])=[C:33]([O:39][CH3:40])[CH:32]=2)[C:16]3=[O:41])[CH2:10]1)C1C=CC=CC=1.C([O-])=O.[NH4+], predict the reaction product. The product is: [CH3:40][O:39][C:33]1[CH:32]=[C:31]([CH:36]=[CH:35][C:34]=1[O:37][CH3:38])[CH2:30][N:17]1[C:16](=[O:41])[C:15]2[C:20](=[CH:21][CH:22]=[C:13]([N:11]3[CH2:10][CH:9]([OH:8])[CH2:12]3)[CH:14]=2)[N:19]([CH:23]2[CH2:28][CH2:27][O:26][CH2:25][CH2:24]2)[C:18]1=[O:29].